From a dataset of NCI-60 drug combinations with 297,098 pairs across 59 cell lines. Regression. Given two drug SMILES strings and cell line genomic features, predict the synergy score measuring deviation from expected non-interaction effect. (1) Drug 1: CC1=C2C(C(=O)C3(C(CC4C(C3C(C(C2(C)C)(CC1OC(=O)C(C(C5=CC=CC=C5)NC(=O)C6=CC=CC=C6)O)O)OC(=O)C7=CC=CC=C7)(CO4)OC(=O)C)O)C)OC(=O)C. Drug 2: C(CC(=O)O)C(=O)CN.Cl. Cell line: ACHN. Synergy scores: CSS=31.3, Synergy_ZIP=-6.90, Synergy_Bliss=0.817, Synergy_Loewe=-26.7, Synergy_HSA=2.66. (2) Drug 1: C1=NC2=C(N=C(N=C2N1C3C(C(C(O3)CO)O)F)Cl)N. Drug 2: CC(C)(C#N)C1=CC(=CC(=C1)CN2C=NC=N2)C(C)(C)C#N. Cell line: KM12. Synergy scores: CSS=0.858, Synergy_ZIP=3.01, Synergy_Bliss=6.98, Synergy_Loewe=1.44, Synergy_HSA=0.861. (3) Drug 1: C1=NC2=C(N1)C(=S)N=CN2. Drug 2: CN(CCCl)CCCl.Cl. Cell line: HCT116. Synergy scores: CSS=36.4, Synergy_ZIP=-0.664, Synergy_Bliss=4.15, Synergy_Loewe=-2.96, Synergy_HSA=4.38. (4) Drug 1: COC1=CC(=CC(=C1O)OC)C2C3C(COC3=O)C(C4=CC5=C(C=C24)OCO5)OC6C(C(C7C(O6)COC(O7)C8=CC=CS8)O)O. Drug 2: C1=NC2=C(N=C(N=C2N1C3C(C(C(O3)CO)O)O)F)N. Cell line: CAKI-1. Synergy scores: CSS=44.5, Synergy_ZIP=-7.64, Synergy_Bliss=-9.01, Synergy_Loewe=-29.4, Synergy_HSA=-7.52.